The task is: Predict the product of the given reaction.. This data is from Forward reaction prediction with 1.9M reactions from USPTO patents (1976-2016). Given the reactants [H-].[Na+].[Br:3][C:4]1[CH:9]=[CH:8][C:7]([SH:10])=[CH:6][CH:5]=1.S(O[CH:22]1[CH2:27][CH2:26][CH2:25][N:24]([C:28]([O:30][C:31]([CH3:34])([CH3:33])[CH3:32])=[O:29])[CH2:23]1)(C1C=CC(C)=CC=1)(=O)=O, predict the reaction product. The product is: [Br:3][C:4]1[CH:9]=[CH:8][C:7]([S:10][CH:26]2[CH2:27][CH2:22][CH2:23][N:24]([C:28]([O:30][C:31]([CH3:34])([CH3:33])[CH3:32])=[O:29])[CH2:25]2)=[CH:6][CH:5]=1.